Dataset: NCI-60 drug combinations with 297,098 pairs across 59 cell lines. Task: Regression. Given two drug SMILES strings and cell line genomic features, predict the synergy score measuring deviation from expected non-interaction effect. (1) Drug 1: C1=NC(=NC(=O)N1C2C(C(C(O2)CO)O)O)N. Drug 2: C1CC(=O)NC(=O)C1N2C(=O)C3=CC=CC=C3C2=O. Cell line: HT29. Synergy scores: CSS=31.0, Synergy_ZIP=-10.3, Synergy_Bliss=-0.280, Synergy_Loewe=-14.0, Synergy_HSA=0.443. (2) Drug 1: CNC(=O)C1=CC=CC=C1SC2=CC3=C(C=C2)C(=NN3)C=CC4=CC=CC=N4. Drug 2: CC=C1C(=O)NC(C(=O)OC2CC(=O)NC(C(=O)NC(CSSCCC=C2)C(=O)N1)C(C)C)C(C)C. Cell line: MOLT-4. Synergy scores: CSS=68.0, Synergy_ZIP=-0.0149, Synergy_Bliss=4.75, Synergy_Loewe=-2.70, Synergy_HSA=5.64. (3) Drug 1: C1CC(=O)NC(=O)C1N2CC3=C(C2=O)C=CC=C3N. Drug 2: CCC(=C(C1=CC=CC=C1)C2=CC=C(C=C2)OCCN(C)C)C3=CC=CC=C3.C(C(=O)O)C(CC(=O)O)(C(=O)O)O. Cell line: NCI-H522. Synergy scores: CSS=4.79, Synergy_ZIP=-1.48, Synergy_Bliss=0.212, Synergy_Loewe=0.693, Synergy_HSA=0.748. (4) Drug 1: C1=CN(C(=O)N=C1N)C2C(C(C(O2)CO)O)O.Cl. Drug 2: COC1=C2C(=CC3=C1OC=C3)C=CC(=O)O2. Cell line: HS 578T. Synergy scores: CSS=25.5, Synergy_ZIP=3.20, Synergy_Bliss=3.05, Synergy_Loewe=-8.80, Synergy_HSA=1.14. (5) Drug 1: C1=CC(=CC=C1CC(C(=O)O)N)N(CCCl)CCCl.Cl. Drug 2: C1=CN(C(=O)N=C1N)C2C(C(C(O2)CO)O)O.Cl. Cell line: SF-539. Synergy scores: CSS=34.4, Synergy_ZIP=-10.5, Synergy_Bliss=-5.08, Synergy_Loewe=-31.5, Synergy_HSA=-3.90.